From a dataset of Forward reaction prediction with 1.9M reactions from USPTO patents (1976-2016). Predict the product of the given reaction. Given the reactants [CH2:1]([NH2:8])[CH2:2][CH2:3][CH2:4][CH2:5][CH2:6][CH3:7].C[O:10][C:11](=[O:28])[C:12]([O:26][CH3:27])([CH3:25])[CH2:13][C:14]1[CH:19]=[CH:18][C:17]([O:20][CH2:21][C:22](O)=[O:23])=[CH:16][CH:15]=1.C(O[C@@H](CC1C=CC(O[C@@H](C(=O)NCCC2C=CC(OC3C=CC=CC=3)=CC=2)C)=CC=1)C(O)=O)C, predict the reaction product. The product is: [CH2:1]([NH:8][C:22]([CH2:21][O:20][C:17]1[CH:16]=[CH:15][C:14]([CH2:13][C:12]([O:26][CH3:27])([CH3:25])[C:11]([OH:28])=[O:10])=[CH:19][CH:18]=1)=[O:23])[CH2:2][CH2:3][CH2:4][CH2:5][CH2:6][CH3:7].